This data is from Reaction yield outcomes from USPTO patents with 853,638 reactions. The task is: Predict the reaction yield, written as a fraction of the theoretical maximum amount of product (1.0 means a 100% yield; for example, 0.34 means a 34% yield). (1) The reactants are COC1C=CC(C[N:8]2[CH:12]=[C:11]([C:13]3[N:14]=[C:15]([NH:19][C:20]4[CH:25]=[CH:24][CH:23]=[C:22]([I:26])[N:21]=4)[S:16][C:17]=3[CH3:18])[CH:10]=[N:9]2)=CC=1.C([O-])([O-])=O.[Na+].[Na+]. The catalyst is C(O)(C(F)(F)F)=O. The product is [I:26][C:22]1[N:21]=[C:20]([NH:19][C:15]2[S:16][C:17]([CH3:18])=[C:13]([C:11]3[CH:12]=[N:8][NH:9][CH:10]=3)[N:14]=2)[CH:25]=[CH:24][CH:23]=1. The yield is 0.340. (2) The reactants are [C:1]([O:5][C:6]([N:8]1[CH2:13][CH2:12][N:11]([CH:14]([C:18]2[CH:23]=[CH:22][CH:21]=[CH:20][C:19]=2[F:24])[CH2:15][NH:16][CH3:17])[CH2:10][CH2:9]1)=[O:7])([CH3:4])([CH3:3])[CH3:2].[C:25](Cl)(=[O:27])[CH3:26].C(N(CC)CC)C. The catalyst is C(Cl)Cl.S(=O)(=O)(O)[O-].[Na+]. The product is [C:1]([O:5][C:6]([N:8]1[CH2:13][CH2:12][N:11]([CH:14]([C:18]2[CH:23]=[CH:22][CH:21]=[CH:20][C:19]=2[F:24])[CH2:15][N:16]([C:25](=[O:27])[CH3:26])[CH3:17])[CH2:10][CH2:9]1)=[O:7])([CH3:4])([CH3:2])[CH3:3]. The yield is 0.160.